Dataset: Full USPTO retrosynthesis dataset with 1.9M reactions from patents (1976-2016). Task: Predict the reactants needed to synthesize the given product. Given the product [CH3:1][O:2][C:3](=[O:26])[NH:4][C:5]1[CH:21]=[C:20]2[C:8]([C:9]3[N:24]=[C:12]([C@@H:13]([NH:23][C:27]([O:28][C:8]([CH3:20])([CH3:9])[CH3:7])=[O:30])[CH2:14][CH2:15][CH2:16][CH2:17][C:18](=[O:22])[NH:19]2)[NH:11][C:10]=3[F:25])=[CH:7][CH:6]=1.[CH3:1][O:2][C:3](=[O:26])[NH:4][C:5]1[CH:21]=[C:20]2[C:8]([C:9]3[N:24]=[C:12]([C@@H:13]([NH2:23])[CH2:14][CH2:15][CH2:16][CH2:17][C:18](=[O:22])[NH:19]2)[NH:11][C:10]=3[F:25])=[CH:7][CH:6]=1, predict the reactants needed to synthesize it. The reactants are: [CH3:1][O:2][C:3](=[O:26])[NH:4][C:5]1[CH:21]=[C:20]2[C:8]([C:9]3[N:24]=[C:12]([C@@H:13]([NH2:23])[CH2:14][CH2:15][CH2:16][CH2:17][C:18](=[O:22])[NH:19]2)[NH:11][C:10]=3[F:25])=[CH:7][CH:6]=1.[C:27](=[O:30])([O-])[O-:28].[Na+].[Na+].